This data is from Reaction yield outcomes from USPTO patents with 853,638 reactions. The task is: Predict the reaction yield, written as a fraction of the theoretical maximum amount of product (1.0 means a 100% yield; for example, 0.34 means a 34% yield). The reactants are [BH4-].[Na+].[C:3](O)(C(F)(F)F)=O.[C:10]([N:17]1[CH2:22][CH2:21][N:20]([C:23]2[CH:28]=[CH:27][CH:26]=[C:25]([Cl:29])[C:24]=2[C:30]#N)[CH2:19][CH2:18]1)([O:12][C:13]([CH3:16])([CH3:15])[CH3:14])=[O:11].C=O.[C:34]([BH3-])#[N:35].[Na+]. The catalyst is C1COCC1.C(#N)C. The product is [C:10]([N:17]1[CH2:22][CH2:21][N:20]([C:23]2[CH:28]=[CH:27][CH:26]=[C:25]([Cl:29])[C:24]=2[CH2:30][N:35]([CH3:34])[CH3:3])[CH2:19][CH2:18]1)([O:12][C:13]([CH3:16])([CH3:15])[CH3:14])=[O:11]. The yield is 0.130.